Dataset: Peptide-MHC class II binding affinity with 134,281 pairs from IEDB. Task: Regression. Given a peptide amino acid sequence and an MHC pseudo amino acid sequence, predict their binding affinity value. This is MHC class II binding data. The peptide sequence is AWATAGTTVYGAFAA. The binding affinity (normalized) is 0.460. The MHC is HLA-DQA10401-DQB10402 with pseudo-sequence HLA-DQA10401-DQB10402.